This data is from Catalyst prediction with 721,799 reactions and 888 catalyst types from USPTO. The task is: Predict which catalyst facilitates the given reaction. Reactant: CO[C:3]([C:5]1[N:6]=[C:7]([C:23]#[N:24])[C:8]2[C:13]([C:14]=1[OH:15])=[CH:12][CH:11]=[C:10]([O:16][C:17]1[CH:22]=[CH:21][CH:20]=[CH:19][CH:18]=1)[CH:9]=2)=[O:4].[NH2:25][C@H:26]([CH2:31][CH3:32])[CH2:27][C:28]([OH:30])=[O:29].C[O-].[Na+].CO.Cl. Product: [C:23]([C:7]1[C:8]2[C:13](=[CH:12][CH:11]=[C:10]([O:16][C:17]3[CH:22]=[CH:21][CH:20]=[CH:19][CH:18]=3)[CH:9]=2)[C:14]([OH:15])=[C:5]([C:3]([NH:25][C@H:26]([CH2:31][CH3:32])[CH2:27][C:28]([OH:30])=[O:29])=[O:4])[N:6]=1)#[N:24]. The catalyst class is: 6.